From a dataset of NCI-60 drug combinations with 297,098 pairs across 59 cell lines. Regression. Given two drug SMILES strings and cell line genomic features, predict the synergy score measuring deviation from expected non-interaction effect. (1) Synergy scores: CSS=21.0, Synergy_ZIP=-0.107, Synergy_Bliss=0.122, Synergy_Loewe=-16.5, Synergy_HSA=0.176. Cell line: SF-268. Drug 1: C1CN1C2=NC(=NC(=N2)N3CC3)N4CC4. Drug 2: C1CC(=O)NC(=O)C1N2C(=O)C3=CC=CC=C3C2=O. (2) Drug 1: C1=CC(=CC=C1CC(C(=O)O)N)N(CCCl)CCCl.Cl. Synergy scores: CSS=1.79, Synergy_ZIP=3.35, Synergy_Bliss=4.74, Synergy_Loewe=-1.33, Synergy_HSA=-1.42. Drug 2: COC1=NC(=NC2=C1N=CN2C3C(C(C(O3)CO)O)O)N. Cell line: UACC-257. (3) Drug 1: C1CCN(CC1)CCOC2=CC=C(C=C2)C(=O)C3=C(SC4=C3C=CC(=C4)O)C5=CC=C(C=C5)O. Drug 2: C1=CC(=CC=C1CCCC(=O)O)N(CCCl)CCCl. Cell line: MCF7. Synergy scores: CSS=28.5, Synergy_ZIP=-3.13, Synergy_Bliss=-1.97, Synergy_Loewe=1.13, Synergy_HSA=1.82. (4) Drug 1: CC1CCCC2(C(O2)CC(NC(=O)CC(C(C(=O)C(C1O)C)(C)C)O)C(=CC3=CSC(=N3)C)C)C. Drug 2: CC12CCC3C(C1CCC2OP(=O)(O)O)CCC4=C3C=CC(=C4)OC(=O)N(CCCl)CCCl.[Na+]. Cell line: K-562. Synergy scores: CSS=61.9, Synergy_ZIP=0.378, Synergy_Bliss=-5.05, Synergy_Loewe=-35.4, Synergy_HSA=-7.73. (5) Drug 1: C1=NC2=C(N1)C(=S)N=CN2. Drug 2: COC1=NC(=NC2=C1N=CN2C3C(C(C(O3)CO)O)O)N. Cell line: ACHN. Synergy scores: CSS=3.35, Synergy_ZIP=6.22, Synergy_Bliss=2.87, Synergy_Loewe=0.637, Synergy_HSA=-0.0289. (6) Drug 1: C1C(C(OC1N2C=NC3=C(N=C(N=C32)Cl)N)CO)O. Drug 2: C#CCC(CC1=CN=C2C(=N1)C(=NC(=N2)N)N)C3=CC=C(C=C3)C(=O)NC(CCC(=O)O)C(=O)O. Cell line: T-47D. Synergy scores: CSS=9.48, Synergy_ZIP=3.31, Synergy_Bliss=8.81, Synergy_Loewe=-2.54, Synergy_HSA=-3.25. (7) Drug 1: CS(=O)(=O)C1=CC(=C(C=C1)C(=O)NC2=CC(=C(C=C2)Cl)C3=CC=CC=N3)Cl. Drug 2: N.N.Cl[Pt+2]Cl. Synergy scores: CSS=3.99, Synergy_ZIP=4.35, Synergy_Bliss=-1.34, Synergy_Loewe=-1.73, Synergy_HSA=-1.93. Cell line: OVCAR-4. (8) Drug 1: CC1=C2C(C(=O)C3(C(CC4C(C3C(C(C2(C)C)(CC1OC(=O)C(C(C5=CC=CC=C5)NC(=O)OC(C)(C)C)O)O)OC(=O)C6=CC=CC=C6)(CO4)OC(=O)C)OC)C)OC. Drug 2: C1=CN(C(=O)N=C1N)C2C(C(C(O2)CO)O)O.Cl. Cell line: KM12. Synergy scores: CSS=52.2, Synergy_ZIP=10.3, Synergy_Bliss=9.01, Synergy_Loewe=-0.0805, Synergy_HSA=10.1.